Dataset: Reaction yield outcomes from USPTO patents with 853,638 reactions. Task: Predict the reaction yield, written as a fraction of the theoretical maximum amount of product (1.0 means a 100% yield; for example, 0.34 means a 34% yield). (1) The reactants are Br[CH2:2][C:3]1[S:11][C:10]2[C:9]([N:12]3[CH2:17][CH2:16][O:15][CH2:14][CH2:13]3)=[N:8][C:7]([Cl:18])=[N:6][C:5]=2[CH:4]=1.C([O-])([O-])=O.[K+].[K+].[C:25]1(=[O:35])[NH:29][C:28](=[O:30])[C:27]2=[CH:31][CH:32]=[CH:33][CH:34]=[C:26]12. The catalyst is CN(C=O)C. The product is [Cl:18][C:7]1[N:8]=[C:9]([N:12]2[CH2:17][CH2:16][O:15][CH2:14][CH2:13]2)[C:10]2[S:11][C:3]([CH2:2][N:29]3[C:25](=[O:35])[C:26]4[C:27](=[CH:31][CH:32]=[CH:33][CH:34]=4)[C:28]3=[O:30])=[CH:4][C:5]=2[N:6]=1. The yield is 0.750. (2) The yield is 0.234. The product is [OH:17][C:14]1[CH:15]=[CH:16][C:11]([C:9]2[O:10][C:6]3[CH:5]=[CH:4][C:3]([OH:2])=[C:19]([CH3:20])[C:7]=3[CH:8]=2)=[CH:12][CH:13]=1. The catalyst is C(OCC)(=O)C. The reactants are C[O:2][C:3]1[CH:4]=[CH:5][C:6]2[O:10][C:9]([C:11]3[CH:16]=[CH:15][C:14]([O:17]C)=[CH:13][CH:12]=3)=[CH:8][C:7]=2[C:19]=1[CH3:20].Cl.N1C=CC=CC=1.Cl. (3) The reactants are Br[C:2]1[CH:10]=[CH:9][C:5]([C:6]([OH:8])=[O:7])=[CH:4][CH:3]=1.C([Li])CCC.[C:16]1(=[O:21])[CH2:20][CH2:19][CH2:18][CH2:17]1. The catalyst is O1CCCC1. The product is [OH:21][C:16]1([C:2]2[CH:10]=[CH:9][C:5]([C:6]([OH:8])=[O:7])=[CH:4][CH:3]=2)[CH2:20][CH2:19][CH2:18][CH2:17]1. The yield is 0.300. (4) The reactants are [CH3:1][CH:2]1[C:45](=O)[C:5]2=[CH:6][C:7]3[C:8]([CH2:31][CH2:32][CH2:33][CH2:34][CH2:35][CH2:36][CH2:37][CH2:38][CH2:39][CH2:40][CH2:41][CH2:42][CH2:43][CH3:44])([CH2:17][CH2:18][CH2:19][CH2:20][CH2:21][CH2:22][CH2:23][CH2:24][CH2:25][CH2:26][CH2:27][CH2:28][CH2:29][CH3:30])[C:9]4[C:14]([C:15]=3[CH:16]=[C:4]2[CH2:3]1)=[CH:13][CH:12]=[CH:11][CH:10]=4.[BH4-].[Na+]. The catalyst is C1COCC1.C(O)C. The product is [CH3:1][C:2]1[CH2:3][C:4]2[C:5]([CH:45]=1)=[CH:6][C:7]1[C:8]([CH2:31][CH2:32][CH2:33][CH2:34][CH2:35][CH2:36][CH2:37][CH2:38][CH2:39][CH2:40][CH2:41][CH2:42][CH2:43][CH3:44])([CH2:17][CH2:18][CH2:19][CH2:20][CH2:21][CH2:22][CH2:23][CH2:24][CH2:25][CH2:26][CH2:27][CH2:28][CH2:29][CH3:30])[C:9]3[C:14]([C:15]=1[CH:16]=2)=[CH:13][CH:12]=[CH:11][CH:10]=3. The yield is 0.785.